Predict which catalyst facilitates the given reaction. From a dataset of Catalyst prediction with 721,799 reactions and 888 catalyst types from USPTO. (1) Product: [CH3:26][O:27][C:28](=[O:39])[CH2:29][C:30]1[CH:35]=[CH:34][C:33]([O:6][CH:1]2[CH2:5][CH2:4][CH2:3][CH2:2]2)=[C:32]([O:37][CH3:38])[CH:31]=1. Reactant: [CH:1]1([OH:6])[CH2:5][CH2:4][CH2:3][CH2:2]1.C1(P(C2C=CC=CC=2)C2C=CC=CC=2)C=CC=CC=1.[CH3:26][O:27][C:28](=[O:39])[CH2:29][C:30]1[CH:35]=[CH:34][C:33](O)=[C:32]([O:37][CH3:38])[CH:31]=1.CCOC(/N=N/C(OCC)=O)=O. The catalyst class is: 7. (2) Reactant: [O:1]1[CH2:6][CH2:5][N:4]([C:7]2[C:8]3[N:9]([C:13]([C:28]4[CH:42]=[CH:41][C:31]([C:32]([NH:34][CH2:35][CH2:36][C:37]([O:39]C)=[O:38])=[O:33])=[CH:30][CH:29]=4)=[C:14](/[CH:16]=[CH:17]/[C:18]4[CH:27]=[CH:26][C:25]5[C:20](=[CH:21][CH:22]=[CH:23][CH:24]=5)[N:19]=4)[N:15]=3)[N:10]=[CH:11][CH:12]=2)[CH2:3][CH2:2]1.[Li+].[OH-].O.Cl. Product: [O:1]1[CH2:2][CH2:3][N:4]([C:7]2[C:8]3[N:9]([C:13]([C:28]4[CH:42]=[CH:41][C:31]([C:32]([NH:34][CH2:35][CH2:36][C:37]([OH:39])=[O:38])=[O:33])=[CH:30][CH:29]=4)=[C:14](/[CH:16]=[CH:17]/[C:18]4[CH:27]=[CH:26][C:25]5[C:20](=[CH:21][CH:22]=[CH:23][CH:24]=5)[N:19]=4)[N:15]=3)[N:10]=[CH:11][CH:12]=2)[CH2:5][CH2:6]1. The catalyst class is: 36.